This data is from Full USPTO retrosynthesis dataset with 1.9M reactions from patents (1976-2016). The task is: Predict the reactants needed to synthesize the given product. (1) Given the product [Cl:2][C:3]1[CH:4]=[C:5]2[C:9](=[CH:10][CH:11]=1)[NH:8][CH:7]=[C:6]2[CH2:12][CH2:13][NH:14][C:30]([CH:27]1[CH2:28][CH2:29][N:25]([C:22]2[CH:23]=[C:24]3[C:19](=[CH:20][CH:21]=2)[N:48]([CH3:43])[CH:47]=[CH:46]3)[C:26]1=[O:33])=[O:32], predict the reactants needed to synthesize it. The reactants are: Cl.[Cl:2][C:3]1[CH:4]=[C:5]2[C:9](=[CH:10][CH:11]=1)[NH:8][CH:7]=[C:6]2[CH2:12][CH2:13][NH2:14].CN1[C:24]2[C:19](=[CH:20][CH:21]=[C:22]([N:25]3[CH2:29][CH2:28][CH:27]([C:30]([OH:32])=O)[C:26]3=[O:33])[CH:23]=2)CC1.CN(C(ON1N=NC2C=[CH:46][CH:47]=[N:48][C:43]1=2)=[N+](C)C)C.F[P-](F)(F)(F)(F)F.C(N(CC)C(C)C)(C)C. (2) The reactants are: [C:1]1([CH2:7][O:8][C@H:9]([CH2:41][CH3:42])[C@@H:10]([C:37]([O:39]C)=[O:38])[NH:11][C:12]([C:14]2[C:23]([NH:24][C:25]([NH:27][C:28]3[C:33]([CH3:34])=[CH:32][C:31]([CH3:35])=[CH:30][C:29]=3[CH3:36])=[O:26])=[CH:22][C:21]3[C:16](=[CH:17][CH:18]=[CH:19][CH:20]=3)[CH:15]=2)=[O:13])[CH:6]=[CH:5][CH:4]=[CH:3][CH:2]=1.CC1C=C(C)C=C(C)C=1NC(NC1C(C(N[C@@H](C(OC)=O)C(C)C)=O)=CC2C(C=1)=CC=CC=2)=O.Cl. Given the product [C:1]1([CH2:7][O:8][C@H:9]([CH2:41][CH3:42])[C@@H:10]([C:37]([OH:39])=[O:38])[NH:11][C:12]([C:14]2[C:23]([NH:24][C:25]([NH:27][C:28]3[C:33]([CH3:34])=[CH:32][C:31]([CH3:35])=[CH:30][C:29]=3[CH3:36])=[O:26])=[CH:22][C:21]3[C:16](=[CH:17][CH:18]=[CH:19][CH:20]=3)[CH:15]=2)=[O:13])[CH:2]=[CH:3][CH:4]=[CH:5][CH:6]=1, predict the reactants needed to synthesize it. (3) Given the product [Cl:7][C:8]1[CH:9]=[CH:10][C:11]([C:14]2[N:18]([C:19]3[CH:24]=[CH:23][C:22]([Cl:25])=[CH:21][C:20]=3[Cl:26])[N:17]=[C:16]([C:27]([N:45]3[CH2:44][CH2:43][C:42]([C:48]4[CH:53]=[CH:52][CH:51]=[CH:50][CH:49]=4)([C:39]([OH:41])=[O:40])[CH2:47][CH2:46]3)=[O:28])[C:15]=2[CH3:30])=[CH:12][CH:13]=1, predict the reactants needed to synthesize it. The reactants are: C(Cl)(=O)C(Cl)=O.[Cl:7][C:8]1[CH:13]=[CH:12][C:11]([C:14]2[N:18]([C:19]3[CH:24]=[CH:23][C:22]([Cl:25])=[CH:21][C:20]=3[Cl:26])[N:17]=[C:16]([C:27](O)=[O:28])[C:15]=2[CH3:30])=[CH:10][CH:9]=1.C(N(CC)CC)C.[Cl-].[C:39]([C:42]1([C:48]2[CH:53]=[CH:52][CH:51]=[CH:50][CH:49]=2)[CH2:47][CH2:46][NH2+:45][CH2:44][CH2:43]1)([OH:41])=[O:40]. (4) The reactants are: Br[C:2]1[CH:7]=[CH:6][CH:5]=[CH:4][C:3]=1[C:8]1[CH:13]=[CH:12][C:11]([CH2:14][N:15]2[CH:19]=[N:18][CH:17]=[N:16]2)=[CH:10][CH:9]=1.[CH3:20][N:21]1[CH2:26][CH2:25][NH:24][CH2:23][CH2:22]1.C1(P(C2C=CC=CC=2)C2C=CC3C(=CC=CC=3)C=2C2C3C(=CC=CC=3)C=CC=2P(C2C=CC=CC=2)C2C=CC=CC=2)C=CC=CC=1.CC(C)([O-])C.[Na+]. Given the product [CH3:20][N:21]1[CH2:26][CH2:25][N:24]([C:2]2[CH:7]=[CH:6][CH:5]=[CH:4][C:3]=2[C:8]2[CH:13]=[CH:12][C:11]([CH2:14][N:15]3[CH:19]=[N:18][CH:17]=[N:16]3)=[CH:10][CH:9]=2)[CH2:23][CH2:22]1, predict the reactants needed to synthesize it. (5) Given the product [F:25][C:26]1[CH:31]=[CH:30][C:29]([CH3:32])=[CH:28][C:27]=1[C:33]1[CH:38]=[N:37][C:36]([N:39]2[C:47]3[C:42](=[CH:43][CH:44]=[C:45]([C:48]([N:50]([CH3:51])[CH2:52][C:53]([NH:4][CH3:3])=[O:55])=[O:49])[CH:46]=3)[C:41]([S:56][CH3:57])=[CH:40]2)=[N:35][CH:34]=1, predict the reactants needed to synthesize it. The reactants are: CN.[CH3:3][N:4](C(ON1N=NC2C=CC=CC1=2)=[N+](C)C)C.[B-](F)(F)(F)F.[F:25][C:26]1[CH:31]=[CH:30][C:29]([CH3:32])=[CH:28][C:27]=1[C:33]1[CH:34]=[N:35][C:36]([N:39]2[C:47]3[C:42](=[CH:43][CH:44]=[C:45]([C:48]([N:50]([CH2:52][C:53]([OH:55])=O)[CH3:51])=[O:49])[CH:46]=3)[C:41]([S:56][CH3:57])=[CH:40]2)=[N:37][CH:38]=1. (6) Given the product [CH3:4][C:2]([O:5][C:6]([NH:8][C:9]1([C:18]([O:20][CH3:21])=[O:19])[CH2:17][C:16]2[C:11](=[CH:12][CH:13]=[CH:14][CH:15]=2)[CH2:10]1)=[O:7])([CH3:1])[CH3:3], predict the reactants needed to synthesize it. The reactants are: [CH3:1][C:2]([O:5][C:6]([NH:8][C:9]1([C:18]([OH:20])=[O:19])[CH2:17][C:16]2[C:11](=[CH:12][CH:13]=[CH:14][CH:15]=2)[CH2:10]1)=[O:7])([CH3:4])[CH3:3].[CH3:21][Si](C=[N+]=[N-])(C)C.